Dataset: Reaction yield outcomes from USPTO patents with 853,638 reactions. Task: Predict the reaction yield, written as a fraction of the theoretical maximum amount of product (1.0 means a 100% yield; for example, 0.34 means a 34% yield). (1) The reactants are [N:1]1([C:8](OC(C)(C)C)=O)[CH2:7][CH2:6][CH2:5][NH:4][CH2:3][CH2:2]1.Br[CH2:16][CH:17]=C. The catalyst is ClCCl. The product is [CH2:8]([N:1]1[CH2:7][CH2:6][CH2:5][NH:4][CH2:3][CH2:2]1)[CH:16]=[CH2:17]. The yield is 0.580. (2) The reactants are I[C:2]1[CH:29]=[CH:28][C:5]2[N:6]([CH2:9][C:10]3[CH:15]=[CH:14][C:13]([O:16][CH2:17][C:18]4[CH:19]=[N:20][C:21]([O:24][CH3:25])=[CH:22][CH:23]=4)=[C:12]([O:26][CH3:27])[CH:11]=3)[CH:7]=[N:8][C:4]=2[CH:3]=1.CC1(C)C(C)(C)OB([C:38]2[CH2:43][CH2:42][N:41]([C:44]([O-:46])=[O:45])[CH2:40][CH:39]=2)O1. The catalyst is O1CCOCC1.C(=O)([O-])[O-].[Na+].[Na+].C1C=CC(P(C2C=CC=CC=2)[C-]2C=CC=C2)=CC=1.C1C=CC(P(C2C=CC=CC=2)[C-]2C=CC=C2)=CC=1.Cl[Pd]Cl.[Fe+2]. The product is [CH3:27][O:26][C:12]1[CH:11]=[C:10]([CH:15]=[CH:14][C:13]=1[O:16][CH2:17][C:18]1[CH:19]=[N:20][C:21]([O:24][CH3:25])=[CH:22][CH:23]=1)[CH2:9][N:6]1[C:5]2[CH:28]=[CH:29][C:2]([C:38]3[CH2:43][CH2:42][N:41]([C:44]([O:46][C:10]([CH3:15])([CH3:11])[CH3:9])=[O:45])[CH2:40][CH:39]=3)=[CH:3][C:4]=2[N:8]=[CH:7]1. The yield is 0.890.